This data is from Reaction yield outcomes from USPTO patents with 853,638 reactions. The task is: Predict the reaction yield, written as a fraction of the theoretical maximum amount of product (1.0 means a 100% yield; for example, 0.34 means a 34% yield). (1) The reactants are C(O[C:9](=N)[C:10]([Cl:13])([Cl:12])[Cl:11])C1C=CC=CC=1.[C:15]1([NH2:22])[C:16]([NH2:21])=[CH:17][CH:18]=[CH:19][CH:20]=1.O. The catalyst is C(O)(=O)C. The product is [Cl:11][C:10]([Cl:13])([Cl:12])[C:9]1[NH:22][C:15]2[CH:20]=[CH:19][CH:18]=[CH:17][C:16]=2[N:21]=1. The yield is 0.880. (2) The reactants are [Br:1][C:2]1[CH:3]=[C:4]2[C:8](=[CH:9][CH:10]=1)[NH:7][C:6]1[CH:11]=[N:12][C:13]([CH3:15])=[CH:14][C:5]2=1.[O:16]([CH2:23][CH:24]1[CH2:26][O:25]1)[C:17]1[CH:22]=[CH:21][CH:20]=[CH:19][CH:18]=1. No catalyst specified. The product is [Br:1][C:2]1[CH:3]=[C:4]2[C:8](=[CH:9][CH:10]=1)[N:7]([CH2:26][CH:24]([OH:25])[CH2:23][O:16][C:17]1[CH:22]=[CH:21][CH:20]=[CH:19][CH:18]=1)[C:6]1[CH:11]=[N:12][C:13]([CH3:15])=[CH:14][C:5]2=1. The yield is 0.780. (3) The reactants are [CH3:1][N:2]1[CH2:7][CH2:6][C:5]([C:10]2[CH:15]=[CH:14][C:13]([O:16][CH3:17])=[CH:12][CH:11]=2)([C:8]#[N:9])[CH2:4][CH2:3]1.[H-].[H-].[H-].[H-].[Li+].[Al+3]. The catalyst is C1COCC1. The product is [CH3:1][N:2]1[CH2:3][CH2:4][C:5]([C:10]2[CH:11]=[CH:12][C:13]([O:16][CH3:17])=[CH:14][CH:15]=2)([CH2:8][NH2:9])[CH2:6][CH2:7]1. The yield is 0.930. (4) The reactants are [NH2:1][C:2]1[CH:7]=[CH:6][C:5]([C:8]2[CH:13]=[CH:12][C:11]([C:14]([C@@H:16]3[CH2:19][CH2:18][C@H:17]3[C:20]([O:22]C)=[O:21])=[O:15])=[CH:10][CH:9]=2)=[CH:4][CH:3]=1.Cl[C:25]1[S:26][C:27]2[C:33]([F:34])=[CH:32][C:31]([F:35])=[CH:30][C:28]=2[N:29]=1.Cl.[OH-].[Na+].[CH2:39](O)CCC. The yield is 0.580. The product is [F:35][C:31]1[CH:32]=[C:33]([F:34])[C:27]2[S:26][C:25]([NH:1][C:2]3[CH:3]=[CH:4][C:5]([C:8]4[CH:9]=[CH:10][C:11]([C:14]([C@@H:16]5[CH2:39][CH2:19][CH2:18][C@H:17]5[C:20]([OH:22])=[O:21])=[O:15])=[CH:12][CH:13]=4)=[CH:6][CH:7]=3)=[N:29][C:28]=2[CH:30]=1. No catalyst specified. (5) The reactants are [Cl:1][C:2]1[C:3]([CH:14]([C:28]2[CH:33]=[C:32]([F:34])[CH:31]=[CH:30][C:29]=2[F:35])[S:15]([C:18]2[CH:23]=[CH:22][C:21]([C:24]([F:27])([F:26])[F:25])=[CH:20][CH:19]=2)(=[O:17])=[O:16])=[CH:4][C:5](/[CH:8]=[CH:9]/[C:10]([O:12][CH3:13])=[O:11])=[N:6][CH:7]=1.CCCCCC. The catalyst is C(OCC)(=O)C.CO.[C].[Pd]. The product is [Cl:1][C:2]1[C:3]([CH:14]([C:28]2[CH:33]=[C:32]([F:34])[CH:31]=[CH:30][C:29]=2[F:35])[S:15]([C:18]2[CH:23]=[CH:22][C:21]([C:24]([F:25])([F:27])[F:26])=[CH:20][CH:19]=2)(=[O:17])=[O:16])=[CH:4][C:5]([CH2:8][CH2:9][C:10]([O:12][CH3:13])=[O:11])=[N:6][CH:7]=1. The yield is 0.850. (6) The product is [C@@H:1]([O:5][C:6]1[CH:14]=[CH:13][C:12]([S:15]([CH3:18])(=[O:17])=[O:16])=[CH:11][C:7]=1[C:8]([N:30]1[CH2:31][CH2:32][N:27]([C:25]2[S:26][C:22]([C:21]([F:34])([F:20])[F:33])=[CH:23][N:24]=2)[CH2:28][CH2:29]1)=[O:10])([CH2:3][CH3:4])[CH3:2]. The reactants are [C@@H:1]([O:5][C:6]1[CH:14]=[CH:13][C:12]([S:15]([CH3:18])(=[O:17])=[O:16])=[CH:11][C:7]=1[C:8]([OH:10])=O)([CH2:3][CH3:4])[CH3:2].Cl.[F:20][C:21]([F:34])([F:33])[C:22]1[S:26][C:25]([N:27]2[CH2:32][CH2:31][NH:30][CH2:29][CH2:28]2)=[N:24][CH:23]=1. No catalyst specified. The yield is 0.130. (7) The reactants are [Cl:1][C:2]1[C:3]([OH:12])=[C:4]([CH:8]=[C:9]([Cl:11])[CH:10]=1)[C:5]([OH:7])=O.CCN=C=NCCCN(C)C.Cl.[C:25]1([CH2:41][NH:42][CH2:43][C:44]2[CH:49]=[CH:48][C:47]([F:50])=[CH:46][CH:45]=2)[CH:30]=[CH:29][CH:28]=[C:27]([CH2:31][NH:32][CH2:33][C:34]2[CH:39]=[CH:38][C:37]([F:40])=[CH:36][CH:35]=2)[CH:26]=1.O. The catalyst is CN(C=O)C.C1C=CC2N(O)N=NC=2C=1. The product is [Cl:1][C:2]1[C:3]([OH:12])=[C:4]([CH:8]=[C:9]([Cl:11])[CH:10]=1)[C:5]([N:32]([CH2:33][C:34]1[CH:35]=[CH:36][C:37]([F:40])=[CH:38][CH:39]=1)[CH2:31][C:27]1[CH:28]=[CH:29][CH:30]=[C:25]([CH2:41][NH:42][CH2:43][C:44]2[CH:49]=[CH:48][C:47]([F:50])=[CH:46][CH:45]=2)[CH:26]=1)=[O:7]. The yield is 0.214. (8) The reactants are [F:1][C:2]1[CH:3]=[CH:4][C:5]([O:10][C:11]2[CH:12]=[C:13]3[C:17](=[CH:18][CH:19]=2)[N:16]([CH2:20][C:21]([OH:24])([CH3:23])[CH3:22])[N:15]=[CH:14]3)=[C:6]([CH:9]=1)[C:7]#[N:8].N1C(C)=CC=CC=1C.[Si:33](OS(C(F)(F)F)(=O)=O)([C:36]([CH3:39])([CH3:38])[CH3:37])([CH3:35])[CH3:34]. The catalyst is ClCCl.CCOCC. The product is [Si:33]([O:24][C:21]([CH3:22])([CH3:23])[CH2:20][N:16]1[C:17]2[C:13](=[CH:12][C:11]([O:10][C:5]3[CH:4]=[CH:3][C:2]([F:1])=[CH:9][C:6]=3[C:7]#[N:8])=[CH:19][CH:18]=2)[CH:14]=[N:15]1)([C:36]([CH3:39])([CH3:38])[CH3:37])([CH3:35])[CH3:34]. The yield is 0.940. (9) The reactants are [F:1][C:2]1[CH:7]=[C:6]([F:8])[CH:5]=[CH:4][C:3]=1[C:9]([O:22][Si](C)(C)C)([CH2:16][N:17]1[CH:21]=[N:20][CH:19]=[N:18]1)[CH2:10][N:11]1[CH:15]=[N:14][CH:13]=[N:12]1.CO.[OH-].[Na+]. The catalyst is O. The product is [CH:5]1[C:6]([F:8])=[CH:7][C:2]([F:1])=[C:3]([C:9]([OH:22])([CH2:10][N:11]2[N:12]=[CH:13][N:14]=[CH:15]2)[CH2:16][N:17]2[N:18]=[CH:19][N:20]=[CH:21]2)[CH:4]=1. The yield is 0.874. (10) The reactants are [NH2:1][CH2:2][C:3]1[CH:12]=[C:11]2[C:6]([C:7]([C:25]3[CH:30]=[CH:29][C:28]([CH3:31])=[C:27]([CH3:32])[CH:26]=3)=[C:8]([CH:15]([O:20][C:21]([CH3:24])([CH3:23])[CH3:22])[C:16](OC)=[O:17])[N:9]([CH3:14])[C:10]2=[O:13])=[CH:5][CH:4]=1.CCN(C(C)C)C(C)C.Cl[C:43](=[O:48])[C:44]([O:46]C)=[O:45].[O:49]1CCCC1. No catalyst specified. The product is [C:21]([O:20][CH:15]([C:8]1[N:9]([CH3:14])[C:10](=[O:13])[C:11]2[C:6]([C:7]=1[C:25]1[CH:30]=[CH:29][C:28]([CH3:31])=[C:27]([CH3:32])[CH:26]=1)=[CH:5][CH:4]=[C:3]([CH2:2][NH:1][C:43]([C:44]([OH:46])=[O:45])=[O:48])[CH:12]=2)[C:16]([OH:49])=[O:17])([CH3:23])([CH3:24])[CH3:22]. The yield is 0.612.